Dataset: Forward reaction prediction with 1.9M reactions from USPTO patents (1976-2016). Task: Predict the product of the given reaction. (1) Given the reactants Cl[C:2]1[CH:7]=[C:6]([N:8]([CH2:17][O:18][CH2:19][CH2:20][Si:21]([CH3:24])([CH3:23])[CH3:22])[CH2:9][O:10][CH2:11][CH2:12][Si:13]([CH3:16])([CH3:15])[CH3:14])[N:5]2[N:25]=[CH:26][CH:27]=[C:4]2[N:3]=1.CC1(C)C(C)(C)OB([C:36]2[CH2:42][CH:41]3[N:43]([C:44]([O:46][C:47]([CH3:50])([CH3:49])[CH3:48])=[O:45])[CH:38]([CH2:39][CH2:40]3)[CH:37]=2)O1.C([O-])([O-])=O.[Na+].[Na+].CCOC(C)=O, predict the reaction product. The product is: [CH3:14][Si:13]([CH3:16])([CH3:15])[CH2:12][CH2:11][O:10][CH2:9][N:8]([CH2:17][O:18][CH2:19][CH2:20][Si:21]([CH3:24])([CH3:23])[CH3:22])[C:6]1[N:5]2[N:25]=[CH:26][CH:27]=[C:4]2[N:3]=[C:2]([C:36]2[CH2:37][CH:38]3[N:43]([C:44]([O:46][C:47]([CH3:50])([CH3:49])[CH3:48])=[O:45])[CH:41]([CH2:40][CH2:39]3)[CH:42]=2)[CH:7]=1. (2) Given the reactants [CH3:1][N:2]1[C:10]([CH2:11][CH2:12][CH2:13][C:14]([OH:16])=[O:15])=[N:9][C:8]2[CH:7]=[C:6]([N:17]([CH2:21][CH2:22][Cl:23])[CH2:18][CH2:19][Cl:20])[CH:5]=[CH:4][C:3]1=2.Cl.[CH3:25][CH2:26][CH2:27][CH2:28][CH:29](O)[CH2:30][CH2:31][CH2:32][CH2:33][CH3:34].C1(N=C=NC2CCCCC2)CCCCC1, predict the reaction product. The product is: [CH3:25][CH2:26][CH2:27][CH2:28][CH:29]([O:15][C:14](=[O:16])[CH2:13][CH2:12][CH2:11][C:10]1[N:2]([CH3:1])[C:3]2[CH:4]=[CH:5][C:6]([N:17]([CH2:18][CH2:19][Cl:20])[CH2:21][CH2:22][Cl:23])=[CH:7][C:8]=2[N:9]=1)[CH2:30][CH2:31][CH2:32][CH2:33][CH3:34]. (3) Given the reactants [CH2:1]([NH:3][C:4](=[O:28])[CH2:5][C:6]1[CH:11]=[C:10]([O:12]C)[CH:9]=[CH:8][C:7]=1[S:14](=[O:27])(=[O:26])[NH:15][C:16]1[CH:17]=[CH:18][C:19]2[CH2:23][O:22][B:21]([OH:24])[C:20]=2[CH:25]=1)[CH3:2].B(Br)(Br)Br, predict the reaction product. The product is: [CH2:1]([NH:3][C:4](=[O:28])[CH2:5][C:6]1[CH:11]=[C:10]([OH:12])[CH:9]=[CH:8][C:7]=1[S:14](=[O:27])(=[O:26])[NH:15][C:16]1[CH:17]=[CH:18][C:19]2[CH2:23][O:22][B:21]([OH:24])[C:20]=2[CH:25]=1)[CH3:2]. (4) Given the reactants [Cl:1][C:2]1[C:7]([CH3:8])=[CH:6][CH:5]=[CH:4][N:3]=1.OO.NC(N)=[O:13].C(N)(N)=O.FC(F)(F)C(O)=O.S(S([O-])=O)([O-])=O.[Na+].[Na+].Cl, predict the reaction product. The product is: [Cl:1][C:2]1[C:7]([CH3:8])=[CH:6][CH:5]=[CH:4][N+:3]=1[O-:13]. (5) Given the reactants [NH2:1][C:2]1[CH:3]=[C:4]([CH:8]([NH:48][C:49](=[O:55])[O:50][C:51]([CH3:54])([CH3:53])[CH3:52])[CH2:9][N:10]2[C:15](=[O:16])[C:14]3[C:17]4([O:33][CH2:34][C:13]=3[N:12]([CH2:35][C:36]3[C:41]([C:42]([F:45])([F:44])[F:43])=[CH:40][CH:39]=[CH:38][C:37]=3[F:46])[C:11]2=[O:47])[CH2:22][CH2:21][N:20]([CH2:23][C:24]2[O:25][C:26]([C:29]([F:32])([F:31])[F:30])=[CH:27][CH:28]=2)[CH2:19][CH2:18]4)[CH:5]=[CH:6][CH:7]=1.CCN(C(C)C)C(C)C.C1N=C[N:67]([C:70](N2C=NC=C2)=[O:71])[CH:66]=1.CN.C1COCC1, predict the reaction product. The product is: [F:46][C:37]1[CH:38]=[CH:39][CH:40]=[C:41]([C:42]([F:45])([F:44])[F:43])[C:36]=1[CH2:35][N:12]1[C:13]2[CH2:34][O:33][C:17]3([CH2:22][CH2:21][N:20]([CH2:23][C:24]4[O:25][C:26]([C:29]([F:30])([F:31])[F:32])=[CH:27][CH:28]=4)[CH2:19][CH2:18]3)[C:14]=2[C:15](=[O:16])[N:10]([CH2:9][CH:8]([NH:48][C:49](=[O:55])[O:50][C:51]([CH3:52])([CH3:54])[CH3:53])[C:4]2[CH:5]=[CH:6][CH:7]=[C:2]([NH:1][C:70]([NH:67][CH3:66])=[O:71])[CH:3]=2)[C:11]1=[O:47]. (6) Given the reactants [Br:1][C:2]1[C:7](Br)=[CH:6][C:5]([F:9])=[CH:4][C:3]=1[CH3:10].[C:11](=[O:13])=[O:12].CC(C)=O.C([Mg]Cl)(C)C.C(=O)=O.[OH-].[Na+], predict the reaction product. The product is: [Br:1][C:2]1[C:3]([CH3:10])=[CH:4][C:5]([F:9])=[CH:6][C:7]=1[C:11]([OH:13])=[O:12].